The task is: Predict the reactants needed to synthesize the given product.. This data is from Full USPTO retrosynthesis dataset with 1.9M reactions from patents (1976-2016). Given the product [Cl:26][CH2:20][CH2:19][N:18]1[CH:16]2[CH2:15][CH2:14][CH:13]1[CH:12]=[C:11]([C:2]1[CH:3]=[CH:4][C:5]3[C:10](=[CH:9][CH:8]=[CH:7][CH:6]=3)[CH:1]=1)[CH2:17]2, predict the reactants needed to synthesize it. The reactants are: [CH:1]1[C:10]2[C:5](=[CH:6][CH:7]=[CH:8][CH:9]=2)[CH:4]=[CH:3][C:2]=1[C:11]1[CH2:17][CH:16]2[N:18]([CH2:19][CH2:20]O)[CH:13]([CH2:14][CH2:15]2)[CH:12]=1.CS([Cl:26])(=O)=O.CCN(CC)CC.C(Cl)Cl.